Dataset: Catalyst prediction with 721,799 reactions and 888 catalyst types from USPTO. Task: Predict which catalyst facilitates the given reaction. (1) Reactant: [Cl:1][C:2](Cl)(Cl)[C:3](=N)[O:4][C@H:5]1[O:22][C@H:21]([CH2:23][O:24][C:25](=[O:27])[CH3:26])[C@@H:16]([O:17][C:18](=[O:20])[CH3:19])[C@H:11]([O:12][C:13](=[O:15])[CH3:14])[C@@H:6]1[O:7][C:8](=[O:10])[CH3:9].ClC1[CH:37]=[C:36]([I:38])[CH:35]=[C:34]([Cl:39])C=1O.[Si](OS(C(F)(F)F)(=O)=O)(C)(C)C. Product: [C:8]([O:7][C@H:6]1[C@@H:11]([O:12][C:13](=[O:15])[CH3:14])[C@H:16]([O:17][C:18](=[O:20])[CH3:19])[C@@H:21]([CH2:23][O:24][C:25](=[O:27])[CH3:26])[O:22][C@@H:5]1[O:4][C:3]1[C:34]([Cl:39])=[CH:35][C:36]([I:38])=[CH:37][C:2]=1[Cl:1])(=[O:10])[CH3:9]. The catalyst class is: 2. (2) Reactant: Cl[C:2]1[C:7]([C:8]#[C:9][C:10]2[C:11](=[O:21])[O:12][C:13]3[C:18]([CH:19]=2)=[CH:17][CH:16]=[C:15]([F:20])[CH:14]=3)=[C:6]([CH3:22])[N:5]=[C:4]([CH3:23])[N:3]=1.[SH-:24].[Na+]. Product: [CH3:23][C:4]1[N:5]=[C:6]([CH3:22])[C:7]2[CH:8]=[C:9]([C:10]3[C:11](=[O:21])[O:12][C:13]4[C:18]([CH:19]=3)=[CH:17][CH:16]=[C:15]([F:20])[CH:14]=4)[S:24][C:2]=2[N:3]=1. The catalyst class is: 88. (3) Reactant: FC(F)(F)S(O[C:7]1[C@@:11]2([CH3:28])[CH2:12][CH2:13][C@H:14]3[C@H:23]([C@@H:10]2[CH2:9][CH:8]=1)[CH2:22][CH:21]=[C:20]1[C@:15]3([CH3:27])[CH2:16][CH2:17][C:18](=[O:26])[N:19]1[CH2:24][CH3:25])(=O)=O.[Cl:31][C:32]1[C:37](B(O)O)=[CH:36][CH:35]=[CH:34][N:33]=1.O. Product: [Cl:31][C:32]1[C:37]([C:7]2[C@@:11]3([CH3:28])[CH2:12][CH2:13][C@H:14]4[C@H:23]([C@@H:10]3[CH2:9][CH:8]=2)[CH2:22][CH:21]=[C:20]2[C@:15]4([CH3:27])[CH2:16][CH2:17][C:18](=[O:26])[N:19]2[CH2:24][CH3:25])=[CH:36][CH:35]=[CH:34][N:33]=1. The catalyst class is: 12. (4) Reactant: [F:1][C:2]1[CH:10]=[CH:9][C:8]([CH2:11][C:12]2[C:21]3[C:16](=[CH:17][CH:18]=[CH:19][CH:20]=3)[C:15](=[O:22])[NH:14][N:13]=2)=[CH:7][C:3]=1[C:4]([OH:6])=O.F[P-](F)(F)(F)(F)F.N1(OC(N(C)C)=[N+](C)C)C2C=CC=CC=2N=N1.[F:47][CH:48]([F:58])[C:49]1[N:53]2[CH2:54][CH2:55][NH:56][CH2:57][C:52]2=[N:51][N:50]=1.C(N(CC)C(C)C)(C)C. Product: [F:58][CH:48]([F:47])[C:49]1[N:53]2[CH2:54][CH2:55][N:56]([C:4]([C:3]3[CH:7]=[C:8]([CH2:11][C:12]4[C:21]5[C:16](=[CH:17][CH:18]=[CH:19][CH:20]=5)[C:15](=[O:22])[NH:14][N:13]=4)[CH:9]=[CH:10][C:2]=3[F:1])=[O:6])[CH2:57][C:52]2=[N:51][N:50]=1. The catalyst class is: 9. (5) Reactant: [Br:1][C:2]1[CH:7]=[CH:6][C:5]([OH:8])=[CH:4][CH:3]=1.[CH3:9][C:10]1[C:17]([CH3:18])=[CH:16][C:15]([CH3:19])=[C:14]([CH3:20])[C:11]=1[CH2:12]Cl.C(=O)([O-])[O-].[K+].[K+]. Product: [CH3:20][C:14]1[C:15]([CH3:19])=[CH:16][C:17]([CH3:18])=[C:10]([CH3:9])[C:11]=1[CH2:12][O:8][C:5]1[CH:6]=[CH:7][C:2]([Br:1])=[CH:3][CH:4]=1. The catalyst class is: 21. (6) Reactant: [Br:1][C:2]1[CH:7]=[CH:6][C:5]([C:8]2[N:9](Cl)[CH:10]([C:14]3[C:19]([F:20])=[CH:18][CH:17]=[CH:16][C:15]=3[F:21])[N:11]=[CH:12][CH:13]=2)=[CH:4][CH:3]=1.[C-:23]#[N:24].[K+].C1(C)C=CC=CC=1S([O-])=O.[Na+]. Product: [Br:1][C:2]1[CH:7]=[CH:6][C:5]([C:8]2[N:9]([C:23]#[N:24])[CH:10]([C:14]3[C:19]([F:20])=[CH:18][CH:17]=[CH:16][C:15]=3[F:21])[N:11]=[CH:12][CH:13]=2)=[CH:4][CH:3]=1. The catalyst class is: 9. (7) Product: [C:27]([O:30][CH2:31][C:32]1[C:33]([N:47]2[CH2:58][CH2:57][N:56]3[C:49](=[CH:50][C:51]4[CH2:52][C:53]([CH3:60])([CH3:59])[CH2:54][C:55]=43)[C:48]2=[O:61])=[N:34][CH:35]=[CH:36][C:37]=1[C:2]1[CH:3]=[C:4]([NH:9][C:10]2[CH:15]=[CH:14][C:13]([N:16]3[CH2:21][CH2:20][N:19]([CH:22]4[CH2:25][O:24][CH2:23]4)[CH2:18][C@@H:17]3[CH3:26])=[CH:12][N:11]=2)[C:5](=[O:8])[NH:6][N:7]=1)(=[O:29])[CH3:28]. The catalyst class is: 543. Reactant: Cl[C:2]1[CH:3]=[C:4]([NH:9][C:10]2[CH:15]=[CH:14][C:13]([N:16]3[CH2:21][CH2:20][N:19]([CH:22]4[CH2:25][O:24][CH2:23]4)[CH2:18][C@@H:17]3[CH3:26])=[CH:12][N:11]=2)[C:5](=[O:8])[NH:6][N:7]=1.[C:27]([O:30][CH2:31][C:32]1[C:33]([N:47]2[CH2:58][CH2:57][N:56]3[C:49](=[CH:50][C:51]4[CH2:52][C:53]([CH3:60])([CH3:59])[CH2:54][C:55]=43)[C:48]2=[O:61])=[N:34][CH:35]=[CH:36][C:37]=1B1OC(C)(C)C(C)(C)O1)(=[O:29])[CH3:28].[O-]P([O-])([O-])=O.[K+].[K+].[K+].C([O-])(=O)C.[Na+]. (8) Reactant: [CH2:1]([O:8][C:9]([N:11]1[CH2:16][C:15]([CH2:17][CH2:18][OH:19])=[CH:14][CH2:13][CH2:12]1)=[O:10])[C:2]1[CH:7]=[CH:6][CH:5]=[CH:4][CH:3]=1.C(N(CC)CC)C.[CH3:27][S:28](Cl)(=[O:30])=[O:29]. Product: [CH2:1]([O:8][C:9]([N:11]1[CH2:16][C:15]([CH2:17][CH2:18][O:19][S:28]([CH3:27])(=[O:30])=[O:29])=[CH:14][CH2:13][CH2:12]1)=[O:10])[C:2]1[CH:7]=[CH:6][CH:5]=[CH:4][CH:3]=1. The catalyst class is: 2.